Dataset: Forward reaction prediction with 1.9M reactions from USPTO patents (1976-2016). Task: Predict the product of the given reaction. (1) Given the reactants C(O)=O.C(N(CC)CC)C.[CH:11]([CH:13]1[CH2:18][O:17][CH2:16][CH2:15][N:14]1[C:19]([O:21][C:22]([CH3:25])([CH3:24])[CH3:23])=[O:20])=O.[CH3:26][C:27]1(C)[O:34]C(=O)CC(=O)[O:28]1, predict the reaction product. The product is: [C:22]([O:21][C:19]([N:14]1[CH2:15][CH2:16][O:17][CH2:18][CH:13]1[CH2:11][CH2:26][C:27]([OH:34])=[O:28])=[O:20])([CH3:25])([CH3:24])[CH3:23]. (2) Given the reactants [CH3:1][C:2]1[CH:6]=[CH:5][S:4][C:3]=1[C:7]([O:9][CH3:10])=[O:8].C1C(=O)N([Br:18])C(=O)C1.CC(N=NC(C#N)(C)C)(C#N)C, predict the reaction product. The product is: [Br:18][CH2:1][C:2]1[CH:6]=[CH:5][S:4][C:3]=1[C:7]([O:9][CH3:10])=[O:8]. (3) The product is: [CH2:13]([O:12][C:10](=[O:11])[C:9]([S:8][C:5]1[CH:6]=[CH:7][C:2]([NH:1][CH2:18][CH2:19][N:20]2[C:29](=[O:30])[C:28]3[C:23](=[CH:24][CH:25]=[CH:26][CH:27]=3)[N:22]=[C:21]2[CH2:31][CH3:32])=[CH:3][CH:4]=1)([CH3:15])[CH3:16])[CH3:14].[C:10](=[O:11])([O-:30])[O-:12].[K+:34].[K+:34]. Given the reactants [NH2:1][C:2]1[CH:7]=[CH:6][C:5]([S:8][C:9]([CH3:16])([CH3:15])[C:10]([O:12][CH2:13][CH3:14])=[O:11])=[CH:4][CH:3]=1.Cl[CH2:18][CH2:19][N:20]1[C:29](=[O:30])[C:28]2[C:23](=[CH:24][CH:25]=[CH:26][CH:27]=2)[N:22]=[C:21]1[CH2:31][CH3:32].[I-].[K+:34], predict the reaction product. (4) Given the reactants [CH:1]12[CH2:10][CH:5]3[CH2:6][CH:7]([CH2:9][CH:3]([CH2:4]3)[CH:2]1[N:11]1[C:14](=[O:15])[C:13]([CH3:17])([CH3:16])[NH:12]1)[CH2:8]2.[C:18]1([C:24]2[CH:31]=[CH:30][CH:29]=[CH:28][C:25]=2[CH2:26]Br)[CH:23]=[CH:22][CH:21]=[CH:20][CH:19]=1, predict the reaction product. The product is: [C:24]1([C:18]2[CH:19]=[CH:20][CH:21]=[CH:22][CH:23]=2)[CH:31]=[CH:30][CH:29]=[CH:28][C:25]=1[CH2:26][N:12]1[C:13]([CH3:17])([CH3:16])[C:14](=[O:15])[N:11]1[CH:2]1[CH:3]2[CH2:4][CH:5]3[CH2:6][CH:7]([CH2:8][CH:1]1[CH2:10]3)[CH2:9]2. (5) Given the reactants [C:1]([O:5][C:6](=[O:9])[CH2:7][NH2:8])([CH3:4])([CH3:3])[CH3:2].[CH2:10]([C:12]([CH2:18][CH3:19])([CH2:16][CH3:17])[CH2:13][CH:14]=O)[CH3:11], predict the reaction product. The product is: [C:1]([O:5][C:6](=[O:9])[CH2:7]/[N:8]=[CH:11]/[CH2:10][C:12]([CH2:18][CH3:19])([CH2:16][CH3:17])[CH2:13][CH3:14])([CH3:4])([CH3:3])[CH3:2]. (6) Given the reactants [C@H:1]12[CH2:6][C@H:5]1[CH2:4][C@@H:3]([CH2:7][NH:8][C:9]([C:11]1[C:20]3[O:19][CH2:18][CH2:17][O:16][C:15]=3[CH:14]=[CH:13][CH:12]=1)=[O:10])[NH:2]2.[CH3:21][C:22]1[S:23][C:24]([C:30]2[CH:31]=[C:32]([CH3:36])[CH:33]=[CH:34][CH:35]=2)=[C:25]([C:27](O)=[O:28])[N:26]=1, predict the reaction product. The product is: [CH3:21][C:22]1[S:23][C:24]([C:30]2[CH:31]=[C:32]([CH3:36])[CH:33]=[CH:34][CH:35]=2)=[C:25]([C:27]([N:2]2[C@H:3]([CH2:7][NH:8][C:9]([C:11]3[C:20]4[O:19][CH2:18][CH2:17][O:16][C:15]=4[CH:14]=[CH:13][CH:12]=3)=[O:10])[CH2:4][C@H:5]3[C@@H:1]2[CH2:6]3)=[O:28])[N:26]=1. (7) Given the reactants [C:1]([C:5]1[CH:10]=[CH:9][C:8](I)=[CH:7][CH:6]=1)([CH3:4])([CH3:3])[CH3:2].[CH3:12][O:13][C:14]1[CH:28]=[C:27]([O:29][CH3:30])[CH:26]=[CH:25][C:15]=1[CH2:16][N:17]1[C@@H:21]([C:22]#[CH:23])[CH2:20][CH2:19][C:18]1=[O:24].O, predict the reaction product. The product is: [C:1]([C:5]1[CH:10]=[CH:9][C:8]([C:23]#[C:22][C@@H:21]2[N:17]([CH2:16][C:15]3[CH:25]=[CH:26][C:27]([O:29][CH3:30])=[CH:28][C:14]=3[O:13][CH3:12])[C:18](=[O:24])[CH2:19][CH2:20]2)=[CH:7][CH:6]=1)([CH3:4])([CH3:3])[CH3:2]. (8) Given the reactants Cl[C:2]1[CH:3]=[CH:4][C:5]([N+:9]([O-:11])=[O:10])=[C:6]([CH3:8])[CH:7]=1.O.O.O.O.O.O.O.O.O.[S:21]([O-])([O-])(=O)=O.[Na+].[Na+].[S].[OH-].[Na+].Cl, predict the reaction product. The product is: [CH3:8][C:6]1[CH:7]=[C:2]([SH:21])[CH:3]=[CH:4][C:5]=1[N+:9]([O-:11])=[O:10]. (9) Given the reactants [NH2:1][CH2:2][C:3]1[CH:4]=[CH:5][C:6]2[S:10][C:9](CC(C)C)=[N:8][C:7]=2[CH:15]=1.[H-].[Al+3].[Li+].[H-].[H-].[H-].C(C1SC2C=CC(C#N)=CC=2N=1)C(C)C.[OH-:37].[Na+], predict the reaction product. The product is: [O:37]=[C:9]1[NH:8][C:7]2[CH:15]=[C:3]([C:2]#[N:1])[CH:4]=[CH:5][C:6]=2[S:10]1.